This data is from Catalyst prediction with 721,799 reactions and 888 catalyst types from USPTO. The task is: Predict which catalyst facilitates the given reaction. (1) Reactant: [CH3:1][C:2]1[O:6][C:5]([C:7]2[CH:8]=[CH:9][C:10]3[O:14][CH:13]=[C:12]([C:15]4[CH:20]=[CH:19][C:18]([CH2:21][OH:22])=[CH:17][CH:16]=4)[C:11]=3[CH:23]=2)=[N:4][N:3]=1.O1CCC[CH2:25]1.[H-].[Na+].IC. Product: [CH3:25][O:22][CH2:21][C:18]1[CH:19]=[CH:20][C:15]([C:12]2[C:11]3[CH:23]=[C:7]([C:5]4[O:6][C:2]([CH3:1])=[N:3][N:4]=4)[CH:8]=[CH:9][C:10]=3[O:14][CH:13]=2)=[CH:16][CH:17]=1. The catalyst class is: 434. (2) Reactant: [CH:1]1([NH2:4])[CH2:3][CH2:2]1.CCN(C(C)C)C(C)C.Cl.[Cl:15][C:16]1[CH:21]=[CH:20][N:19]=[C:18]([C:22](Cl)=[O:23])[CH:17]=1. Product: [Cl:15][C:16]1[CH:21]=[CH:20][N:19]=[C:18]([C:22]([NH:4][CH:1]2[CH2:3][CH2:2]2)=[O:23])[CH:17]=1. The catalyst class is: 49.